From a dataset of Catalyst prediction with 721,799 reactions and 888 catalyst types from USPTO. Predict which catalyst facilitates the given reaction. (1) Reactant: [C:1]1(C)C=CC=CC=1.Cl[C:9]1[N:14]=[CH:13][N:12]=[C:11]([C:15]2[CH:20]=[CH:19][C:18]([C:21]([F:24])([F:23])[F:22])=[CH:17][C:16]=2[NH:25][CH2:26][CH:27]2[CH2:32][CH2:31][CH2:30][CH2:29][CH2:28]2)[CH:10]=1.N[C:34]1[CH:42]=[CH:41][CH:40]=[C:39]2[C:35]=1[CH2:36][CH:37]([OH:43])[CH2:38]2.CC(C)([O-])C.[Na+]. Product: [CH:27]1([CH2:26][NH:25][C:16]2[CH:17]=[C:18]([C:21]([F:22])([F:23])[F:24])[CH:19]=[CH:20][C:15]=2[C:11]2[N:12]=[CH:13][CH:1]=[C:9]([NH:14][C:34]3[CH:42]=[CH:41][CH:40]=[C:39]4[C:35]=3[CH2:36][CH:37]([OH:43])[CH2:38]4)[CH:10]=2)[CH2:28][CH2:29][CH2:30][CH2:31][CH2:32]1. The catalyst class is: 625. (2) Reactant: FC(F)(F)C(O)=O.[CH2:8]([N:10]([CH2:42][CH3:43])[C:11]([NH:13][C:14]1[C:15]([C:25]2[NH:29][C:28]3[CH:30]=[C:31]([N:35]4[CH2:40][CH2:39][N:38]([CH3:41])[CH2:37][CH2:36]4)[C:32]([F:34])=[CH:33][C:27]=3[N:26]=2)=[N:16][N:17](C2CCCCO2)[CH:18]=1)=[O:12])[CH3:9]. Product: [CH2:42]([N:10]([CH2:8][CH3:9])[C:11]([NH:13][C:14]1[C:15]([C:25]2[NH:29][C:28]3[CH:30]=[C:31]([N:35]4[CH2:36][CH2:37][N:38]([CH3:41])[CH2:39][CH2:40]4)[C:32]([F:34])=[CH:33][C:27]=3[N:26]=2)=[N:16][NH:17][CH:18]=1)=[O:12])[CH3:43]. The catalyst class is: 4. (3) Reactant: F[C:2]1[CH:3]=[CH:4][C:5]([N+:10]([O-:12])=[O:11])=[C:6]([O:8][CH3:9])[CH:7]=1.[N:13]1([C:19]([O:21][C:22]([CH3:25])([CH3:24])[CH3:23])=[O:20])[CH2:18][CH2:17][NH:16][CH2:15][CH2:14]1.C(=O)([O-])[O-].[K+].[K+]. Product: [CH3:9][O:8][C:6]1[CH:7]=[C:2]([N:16]2[CH2:15][CH2:14][N:13]([C:19]([O:21][C:22]([CH3:25])([CH3:24])[CH3:23])=[O:20])[CH2:18][CH2:17]2)[CH:3]=[CH:4][C:5]=1[N+:10]([O-:12])=[O:11]. The catalyst class is: 58. (4) Reactant: [NH2:1][C:2]1[CH:7]=[CH:6][CH:5]=[CH:4][C:3]=1[S:8]([NH2:11])(=[O:10])=[O:9].[Cl:12][C:13]1[S:17][C:16]([S:18](Cl)(=[O:20])=[O:19])=[CH:15][CH:14]=1. Product: [Cl:12][C:13]1[S:17][C:16]([S:18]([NH:1][C:2]2[CH:7]=[CH:6][CH:5]=[CH:4][C:3]=2[S:8](=[O:9])(=[O:10])[NH2:11])(=[O:20])=[O:19])=[CH:15][CH:14]=1. The catalyst class is: 17. (5) Reactant: CCCCCC.C([Li])CCC.[O:12]1CCC[CH2:13]1.[O:17]1[CH2:21][CH2:20][CH:19]([CH2:22][NH:23][C:24]([C:26]2[CH:30]=[C:29]([CH2:31][O:32][CH2:33][C:34]3[CH:39]=[CH:38][CH:37]=[C:36]([F:40])[CH:35]=3)[O:28][N:27]=2)=[O:25])[CH2:18]1.Cl. Product: [O:17]1[CH2:21][CH2:20][CH:19]([CH2:22][NH:23][C:24]([C:26]2[C:30]([CH:13]=[O:12])=[C:29]([CH2:31][O:32][CH2:33][C:34]3[CH:39]=[CH:38][CH:37]=[C:36]([F:40])[CH:35]=3)[O:28][N:27]=2)=[O:25])[CH2:18]1. The catalyst class is: 9.